From a dataset of Catalyst prediction with 721,799 reactions and 888 catalyst types from USPTO. Predict which catalyst facilitates the given reaction. (1) Reactant: [F:1][C:2]([F:21])([F:20])[C:3]1[C:11]([C:12]#[N:13])=[CH:10][CH:9]=[C:8]2[C:4]=1[CH:5]=[C:6]([CH2:14][CH2:15][C:16]([F:19])([F:18])[F:17])[NH:7]2.C([O-])([O-])=O.[Cs+].[Cs+].Cl[CH2:29][C:30]1[N:34]=[C:33]([C:35]2[CH:40]=[CH:39][CH:38]=[C:37]([C:41]([F:44])([F:43])[F:42])[CH:36]=2)[O:32][N:31]=1. Product: [F:21][C:2]([F:1])([F:20])[C:3]1[C:11]([C:12]#[N:13])=[CH:10][CH:9]=[C:8]2[C:4]=1[CH:5]=[C:6]([CH2:14][CH2:15][C:16]([F:19])([F:18])[F:17])[N:7]2[CH2:29][C:30]1[N:34]=[C:33]([C:35]2[CH:40]=[CH:39][CH:38]=[C:37]([C:41]([F:44])([F:42])[F:43])[CH:36]=2)[O:32][N:31]=1. The catalyst class is: 10. (2) Reactant: C(=O)([O-])O.[Na+].Cl.[NH2:7][OH:8].[CH3:9][O:10][C:11]1[CH:12]=[CH:13][C:14]([C:25]([F:28])([F:27])[F:26])=[C:15]([C:17]2[CH:22]=[CH:21][N:20]=[C:19]([C:23]#[N:24])[CH:18]=2)[CH:16]=1. Product: [CH3:9][O:10][C:11]1[CH:12]=[CH:13][C:14]([C:25]([F:28])([F:26])[F:27])=[C:15]([C:17]2[CH:22]=[CH:21][N:20]=[C:19]([C:23](=[N:7][OH:8])[NH2:24])[CH:18]=2)[CH:16]=1. The catalyst class is: 8. (3) Reactant: Br[C:2]1[C:22]([NH2:23])=[CH:21][C:5]2[O:6][CH2:7][CH2:8][CH:9]3[CH2:18][C:13]4([O:17][CH2:16][CH2:15][O:14]4)[CH2:12][CH2:11][C:10]3([CH2:19][CH3:20])[C:4]=2[CH:3]=1.[C:24]([O-])([O-])=O.[Cs+].[Cs+].COCCOC.CB1OB(C)OB(C)O1. Product: [CH2:19]([C:10]12[CH2:11][CH2:12][C:13]3([O:14][CH2:15][CH2:16][O:17]3)[CH2:18][CH:9]1[CH2:8][CH2:7][O:6][C:5]1[CH:21]=[C:22]([NH2:23])[C:2]([CH3:24])=[CH:3][C:4]2=1)[CH3:20]. The catalyst class is: 189. (4) Reactant: C([N:8]1[CH2:13][CH2:12][P:11](=[O:20])([C:14]2[CH:19]=[CH:18][CH:17]=[CH:16][CH:15]=2)[CH2:10][CH2:9]1)C1C=CC=CC=1.[ClH:21]. Product: [ClH:21].[C:14]1([P:11]2(=[O:20])[CH2:10][CH2:9][NH:8][CH2:13][CH2:12]2)[CH:15]=[CH:16][CH:17]=[CH:18][CH:19]=1. The catalyst class is: 105. (5) Reactant: [F:1][C:2]1[CH:3]=[C:4]([CH:12]([C:14]2[CH:19]=[CH:18][C:17]([F:20])=[CH:16][CH:15]=2)[NH2:13])[CH:5]=[C:6]([C:8]([F:11])([F:10])[F:9])[CH:7]=1.[CH:21](OC(=O)C)=[O:22].C(OC(=O)C)(=O)C.C(O)=O. Product: [F:1][C:2]1[CH:3]=[C:4]([CH:12]([C:14]2[CH:19]=[CH:18][C:17]([F:20])=[CH:16][CH:15]=2)[NH:13][CH:21]=[O:22])[CH:5]=[C:6]([C:8]([F:10])([F:11])[F:9])[CH:7]=1. The catalyst class is: 2. (6) Reactant: [CH:1]1([C:4]2[CH:9]=[CH:8][C:7]([CH2:10][C:11]([O:13]C)=[O:12])=[CH:6][CH:5]=2)[CH2:3][CH2:2]1.CO.[OH-].[Na+]. Product: [CH:1]1([C:4]2[CH:9]=[CH:8][C:7]([CH2:10][C:11]([OH:13])=[O:12])=[CH:6][CH:5]=2)[CH2:2][CH2:3]1. The catalyst class is: 1. (7) The catalyst class is: 6. Product: [S:21]1[CH2:17][C:18](=[O:23])[NH:19][C:20]1=[O:22].[C@H:35]([OH:44])([C:41]([OH:43])=[O:42])[C@H:36]([OH:40])[C:37]([OH:39])=[O:38]. Reactant: CN(CCOC1C=CC(C[CH:17]2[S:21][C:20](=[O:22])[NH:19][C:18]2=[O:23])=CC=1)C1C=CC=CN=1.CC(C)=O.O1CCCC1.[C@H:35]([OH:44])([C:41]([OH:43])=[O:42])[C@H:36]([OH:40])[C:37]([OH:39])=[O:38].O.